Predict the product of the given reaction. From a dataset of Forward reaction prediction with 1.9M reactions from USPTO patents (1976-2016). (1) Given the reactants C[O:2][C:3]([C:5]1[N:6]=[C:7]2[C:12]([C:13]([F:16])([F:15])[F:14])=[CH:11][C:10]([C:17]3[CH:22]=[CH:21][CH:20]=[CH:19][CH:18]=3)=[N:9][N:8]2[CH:23]=1)=[O:4].NC1C=C(C(F)(F)F)C2N(C(Cl)=C(C(O)=O)N=2)C=1, predict the reaction product. The product is: [C:17]1([C:10]2[CH:11]=[C:12]([C:13]([F:14])([F:15])[F:16])[C:7]3[N:8]([CH:23]=[C:5]([C:3]([OH:4])=[O:2])[N:6]=3)[N:9]=2)[CH:18]=[CH:19][CH:20]=[CH:21][CH:22]=1. (2) Given the reactants [CH3:1][N:2]([CH3:22])[C:3]1[C:8]([N+:9]([O-])=O)=[CH:7][CH:6]=[C:5]([NH:12][CH2:13][C:14]2[C:19]([CH3:20])=[CH:18][CH:17]=[C:16]([F:21])[CH:15]=2)[N:4]=1.O.NN, predict the reaction product. The product is: [CH3:22][N:2]([CH3:1])[C:3]1[C:8]([NH2:9])=[CH:7][CH:6]=[C:5]([NH:12][CH2:13][C:14]2[C:19]([CH3:20])=[CH:18][CH:17]=[C:16]([F:21])[CH:15]=2)[N:4]=1. (3) Given the reactants [C:1]([NH:4][C:5]1[NH:6][C:7](=O)[C:8]2[N:14]=[C:13]([Cl:15])[CH:12]=[CH:11][C:9]=2[N:10]=1)(=[O:3])[CH3:2].C(N(CC)C(C)C)(C)C.O=P(Cl)(Cl)[Cl:28], predict the reaction product. The product is: [C:1]([NH:4][C:5]1[N:6]=[C:7]([Cl:28])[C:8]2[N:14]=[C:13]([Cl:15])[CH:12]=[CH:11][C:9]=2[N:10]=1)(=[O:3])[CH3:2]. (4) The product is: [NH2:14][C:11]1[CH:10]=[CH:9][CH:8]=[C:7]2[C:12]=1[CH2:13][C:4](=[O:3])[CH2:5][CH2:6]2. Given the reactants C([O:3][C:4]1[CH2:13][C:12]2[C:11]([NH2:14])=[CH:10][CH:9]=[CH:8][C:7]=2[CH2:6][CH:5]=1)C.Cl.[Na], predict the reaction product. (5) Given the reactants [C:1]1(B(O)O)[CH:6]=[CH:5][CH:4]=[CH:3][CH:2]=1.Cl[C:11]1[C:20]2[C:15](=[CH:16][CH:17]=[CH:18][CH:19]=2)[CH2:14][O:13][C:12]=1[CH:21]=[O:22].C(#N)C.C(O)=O, predict the reaction product. The product is: [C:1]1([C:11]2[C:20]3[C:15](=[CH:16][CH:17]=[CH:18][CH:19]=3)[CH2:14][O:13][C:12]=2[CH:21]=[O:22])[CH:6]=[CH:5][CH:4]=[CH:3][CH:2]=1.